From a dataset of Blood-brain barrier penetration binary classification data from Martins et al.. Regression/Classification. Given a drug SMILES string, predict its absorption, distribution, metabolism, or excretion properties. Task type varies by dataset: regression for continuous measurements (e.g., permeability, clearance, half-life) or binary classification for categorical outcomes (e.g., BBB penetration, CYP inhibition). Dataset: bbb_martins. (1) The drug is CC(=O)Oc1ccccc1C(=O)O. The result is 1 (penetrates BBB). (2) The compound is CC12C[C@H](O)[C@@]3(F)C(CCC4=CC(=O)C=CC43C)[C@@H]1C[C@H]1O[C@@](C)(c3ccccc3)O[C@]12C(=O)CO. The result is 1 (penetrates BBB). (3) The result is 0 (does not penetrate BBB). The compound is CC(=O)OCC1=C(C(=O)[O-])N2C(=O)[C@H](NC(=O)CC#N)[C@@H]2SC1.[Na+]. (4) The molecule is CN1C(=O)NC(=O)C(C)(C2=CCCCC2)C1=O. The result is 1 (penetrates BBB).